From a dataset of Reaction yield outcomes from USPTO patents with 853,638 reactions. Predict the reaction yield, written as a fraction of the theoretical maximum amount of product (1.0 means a 100% yield; for example, 0.34 means a 34% yield). (1) The reactants are [OH:1][CH2:2][CH:3]([O:6][N:7]1C(=O)C2[C:9](=CC=CC=2)[C:8]1=O)[CH2:4][OH:5].O.NN.[N:21]1[C:30]2[C:25](=[CH:26][C:27]([CH2:31][C:32]3[N:36]4[N:37]=[C:38](C(=O)C)[CH:39]=[CH:40][C:35]4=[N:34][N:33]=3)=[CH:28][CH:29]=2)[CH:24]=[CH:23][CH:22]=1. No catalyst specified. The product is [OH:1][CH2:2][CH:3]([O:6]/[N:7]=[C:8](/[C:35]1[CH:40]=[CH:39][C:38]2[N:33]([C:32]([CH2:31][C:27]3[CH:26]=[C:25]4[C:30](=[CH:29][CH:28]=3)[N:21]=[CH:22][CH:23]=[CH:24]4)=[N:36][N:37]=2)[N:34]=1)\[CH3:9])[CH2:4][OH:5]. The yield is 0.286. (2) The reactants are [OH:1][C:2]1[CH:11]=[CH:10][C:5]([C:6]([O:8][CH3:9])=[O:7])=[CH:4][C:3]=1[CH3:12].[F:13][CH:14]([F:17])[CH2:15]O.C1(P(C2C=CC=CC=2)C2C=CC=CC=2)C=CC=CC=1.N(C(OCC)=O)=NC(OCC)=O. The catalyst is C1COCC1. The product is [F:13][CH:14]([F:17])[CH2:15][O:1][C:2]1[CH:11]=[CH:10][C:5]([C:6]([O:8][CH3:9])=[O:7])=[CH:4][C:3]=1[CH3:12]. The yield is 0.900. (3) The yield is 0.970. The reactants are [CH3:1][O:2][CH2:3][CH2:4][O:5][C:6]1[CH:7]=[C:8]2[C:12](=[C:13]([N+:15]([O-:17])=[O:16])[CH:14]=1)[NH:11][C:10]([C:18]([OH:20])=O)=[CH:9]2.[CH2:21]([S:28][CH:29]([CH:32]([O:35][CH3:36])[O:33][CH3:34])[CH2:30][NH2:31])[C:22]1[CH:27]=[CH:26][CH:25]=[CH:24][CH:23]=1.N1(O)C2C=CC=CC=2N=N1.Cl.CN(C)CCCN=C=NCC. The product is [CH2:21]([S:28][CH:29]([CH:32]([O:33][CH3:34])[O:35][CH3:36])[CH2:30][NH:31][C:18]([C:10]1[NH:11][C:12]2[C:8]([CH:9]=1)=[CH:7][C:6]([O:5][CH2:4][CH2:3][O:2][CH3:1])=[CH:14][C:13]=2[N+:15]([O-:17])=[O:16])=[O:20])[C:22]1[CH:27]=[CH:26][CH:25]=[CH:24][CH:23]=1. The catalyst is CCCCCC.C(OCC)(=O)C.CN(C)C=O. (4) The reactants are [CH2:1]([C@H:8]1[CH2:13][N:12]([C:14]2[CH:19]=[CH:18][C:17]([O:20][CH3:21])=[C:16]([O:22][CH:23]3[CH2:27][CH2:26][CH2:25][CH2:24]3)[CH:15]=2)[CH2:11][CH2:10][N:9]1[C:28](=[O:36])[CH2:29][CH2:30][C:31]([O:33]CC)=O)[C:2]1[CH:7]=[CH:6][CH:5]=[CH:4][CH:3]=1.[CH3:37][NH2:38].[C-]#N.[Na+]. The catalyst is CCO. The product is [CH2:1]([C@H:8]1[CH2:13][N:12]([C:14]2[CH:19]=[CH:18][C:17]([O:20][CH3:21])=[C:16]([O:22][CH:23]3[CH2:27][CH2:26][CH2:25][CH2:24]3)[CH:15]=2)[CH2:11][CH2:10][N:9]1[C:28](=[O:36])[CH2:29][CH2:30][C:31]([NH:38][CH3:37])=[O:33])[C:2]1[CH:7]=[CH:6][CH:5]=[CH:4][CH:3]=1. The yield is 0.830. (5) The reactants are [SH:1][CH2:2][CH2:3][C:4]([OH:6])=[O:5].Br[CH2:8][C:9]([C:11]1[C:20]([Cl:21])=[CH:19][C:14]2[NH:15][C:16](=[O:18])[S:17][C:13]=2[CH:12]=1)=[O:10].ClC1C(C(=O)CCl)=CC2SC(=O)NC=2C=1.ClC1C=CC2SC(=O)NC=2C=1.C(=O)([O-])[O-].[K+].[K+]. The catalyst is CN(C=O)C. The product is [Cl:21][C:20]1[C:11]([C:9](=[O:10])[CH2:8][S:1][CH2:2][CH2:3][C:4]([OH:6])=[O:5])=[CH:12][C:13]2[S:17][C:16](=[O:18])[NH:15][C:14]=2[CH:19]=1. The yield is 0.630. (6) The reactants are N1(C([O-])=O)CCC[CH2:2]1.[CH2:9]([C@@H:16]1[CH2:20]OC(=O)N1C(=O)CC1C=CC(C(F)(F)F)=C(F)C=1)[C:10]1C=CC=[CH:12][CH:11]=1.C(N(C(C)C)CC)(C)C.COC1CCCN1[C:52]([O:54][C:55]([CH3:58])(C)C)=[O:53]. The catalyst is ClCCl.[Ti](Cl)(Cl)(Cl)Cl. The product is [CH3:20][CH2:16][CH2:9][CH2:10][CH2:11][CH3:12].[C:52]([O:54][CH2:55][CH3:58])(=[O:53])[CH3:2]. The yield is 0.623. (7) The reactants are [Br:1][C:2]1[CH:3]=[CH:4][C:5]([N+:19]([O-])=O)=[C:6]([NH:8][CH2:9][CH2:10][NH:11][C:12](=[O:18])[O:13][C:14]([CH3:17])([CH3:16])[CH3:15])[CH:7]=1.[Cl-].[NH4+]. The catalyst is O1CCCC1.CO.[Zn]. The product is [NH2:19][C:5]1[CH:4]=[CH:3][C:2]([Br:1])=[CH:7][C:6]=1[NH:8][CH2:9][CH2:10][NH:11][C:12](=[O:18])[O:13][C:14]([CH3:16])([CH3:15])[CH3:17]. The yield is 0.900.